Dataset: Forward reaction prediction with 1.9M reactions from USPTO patents (1976-2016). Task: Predict the product of the given reaction. (1) Given the reactants [ClH:1].CO.[CH3:4][N:5]1[CH2:14][CH:13]([C:15]2[CH:24]=[CH:23][C:22]3[C:17](=[CH:18][CH:19]=[CH:20][CH:21]=3)[CH:16]=2)[C:12]2[C:7](=[C:8]([CH3:25])[CH:9]=[CH:10][CH:11]=2)[CH2:6]1.[K+].[Br-], predict the reaction product. The product is: [ClH:1].[CH3:4][N:5]1[CH2:14][CH:13]([C:15]2[CH:24]=[CH:23][C:22]3[C:17](=[CH:18][CH:19]=[CH:20][CH:21]=3)[CH:16]=2)[C:12]2[C:7](=[C:8]([CH3:25])[CH:9]=[CH:10][CH:11]=2)[CH2:6]1. (2) Given the reactants [C:1]1([O:7][P:8]([O-:16])[O:9][C:10]2[CH:15]=[CH:14][CH:13]=[CH:12][CH:11]=2)[CH:6]=[CH:5][CH:4]=[CH:3][CH:2]=1.C(=O)([O-])[O-].[K+].[K+].Cl[CH2:24][O:25][CH2:26][C:27]1[CH:32]=[CH:31][CH:30]=[CH:29][CH:28]=1, predict the reaction product. The product is: [CH2:26]([O:25][CH2:24][P:8](=[O:16])([O:7][C:1]1[CH:6]=[CH:5][CH:4]=[CH:3][CH:2]=1)[O:9][C:10]1[CH:11]=[CH:12][CH:13]=[CH:14][CH:15]=1)[C:27]1[CH:32]=[CH:31][CH:30]=[CH:29][CH:28]=1.